Task: Predict which catalyst facilitates the given reaction.. Dataset: Catalyst prediction with 721,799 reactions and 888 catalyst types from USPTO (1) Reactant: C(N(CC)C(C)C)(C)C.F[P-](F)(F)(F)(F)F.Br[P+](N1CCCC1)(N1CCCC1)N1CCCC1.[I:34][C:35]1[O:36][CH:37]=[CH:38][C:39]=1[C:40]([OH:42])=O.[CH3:43][CH:44]([C:49]1[CH:54]=[CH:53][CH:52]=[CH:51][C:50]=1[NH2:55])[CH2:45][CH:46]([CH3:48])[CH3:47]. Product: [CH3:43][CH:44]([C:49]1[CH:54]=[CH:53][CH:52]=[CH:51][C:50]=1[NH:55][C:40]([C:39]1[CH:38]=[CH:37][O:36][C:35]=1[I:34])=[O:42])[CH2:45][CH:46]([CH3:47])[CH3:48]. The catalyst class is: 47. (2) The catalyst class is: 142. Product: [CH2:2]([N:6]1[C:10]([CH3:11])=[C:9]([CH3:12])[S:8]/[C:7]/1=[CH:13]\[C:20]([C:19]1[CH:23]=[C:15]([F:14])[CH:16]=[CH:17][C:18]=1[CH3:24])=[O:21])[CH2:3][CH2:4][CH3:5]. Reactant: [I-].[CH2:2]([N+:6]1[C:10]([CH3:11])=[C:9]([CH3:12])[S:8][C:7]=1[CH3:13])[CH2:3][CH2:4][CH3:5].[F:14][C:15]1[CH:16]=[CH:17][C:18]([CH3:24])=[C:19]([CH:23]=1)[C:20](Cl)=[O:21].